This data is from Catalyst prediction with 721,799 reactions and 888 catalyst types from USPTO. The task is: Predict which catalyst facilitates the given reaction. (1) Reactant: [N+:1]([C:4]1[CH:5]=[C:6]2[C:10](=[CH:11][CH:12]=1)[NH:9][CH:8]=[CH:7]2)([O-:3])=[O:2].O[CH2:14][N:15]1[CH2:19][CH:18]([CH2:20][CH2:21][CH3:22])[CH2:17][C:16]1=[O:23]. Product: [N+:1]([C:4]1[CH:5]=[C:6]2[C:10](=[CH:11][CH:12]=1)[NH:9][CH:8]=[C:7]2[CH2:14][N:15]1[CH2:19][CH:18]([CH2:20][CH2:21][CH3:22])[CH2:17][C:16]1=[O:23])([O-:3])=[O:2]. The catalyst class is: 11. (2) Reactant: [OH:1][C@@H:2]1[C:10]2[C:5](=[CH:6][CH:7]=[CH:8][CH:9]=2)[CH2:4][C@H:3]1[N:11]1[C:15](=[O:16])[C:14]2=[CH:17][CH:18]=[CH:19][CH:20]=[C:13]2[C:12]1=[O:21].[H-].[Na+].[CH3:24]I.O. Product: [CH3:24][O:1][C@@H:2]1[C:10]2[C:5](=[CH:6][CH:7]=[CH:8][CH:9]=2)[CH2:4][C@H:3]1[N:11]1[C:12](=[O:21])[C:13]2=[CH:20][CH:19]=[CH:18][CH:17]=[C:14]2[C:15]1=[O:16]. The catalyst class is: 54. (3) Reactant: [O-:1][Mn](=O)(=O)=O.[K+].[CH3:7][C:8]1([CH3:21])[CH2:17][CH2:16][C:15]([CH3:19])([CH3:18])[C:14]2[CH:13]=[C:12]([CH3:20])[CH:11]=[CH:10][C:9]1=2.[OH-:22].[Na+]. Product: [CH3:7][C:8]1([CH3:21])[CH2:17][CH2:16][C:15]([CH3:19])([CH3:18])[C:14]2[CH:13]=[C:12]([C:20]([OH:1])=[O:22])[CH:11]=[CH:10][C:9]1=2. The catalyst class is: 17. (4) The catalyst class is: 1. Product: [CH:1]12[CH2:6][CH:5]1[CH2:4][N:3]([C:7]1[N:12]=[C:11]([NH:13][CH2:14][C:15]3[CH:20]=[CH:19][C:18]([O:21][CH3:22])=[C:17]([Cl:23])[CH:16]=3)[C:10]([C:24]([NH:67][CH:60]3[CH2:66][CH2:65][CH2:64][CH2:63][CH2:62][CH2:61]3)=[O:26])=[CH:9][N:8]=1)[CH2:2]2. Reactant: [CH:1]12[CH2:6][CH:5]1[CH2:4][N:3]([C:7]1[N:12]=[C:11]([NH:13][CH2:14][C:15]3[CH:20]=[CH:19][C:18]([O:21][CH3:22])=[C:17]([Cl:23])[CH:16]=3)[C:10]([C:24]([OH:26])=O)=[CH:9][N:8]=1)[CH2:2]2.CCN(C(C)C)C(C)C.CN(C(ON1N=NC2C=CC=NC1=2)=[N+](C)C)C.F[P-](F)(F)(F)(F)F.[CH:60]1([NH2:67])[CH2:66][CH2:65][CH2:64][CH2:63][CH2:62][CH2:61]1. (5) Product: [NH2:13][C:14]([C:16]1[C:17]([NH:11][C@@H:9]2[CH2:8][C@H:7]3[N:3]([CH2:4][CH2:5][CH2:6]3)[C:2]([CH3:12])([CH3:1])[CH2:10]2)=[N:18][C:19]([Cl:22])=[N:20][CH:21]=1)=[O:15]. The catalyst class is: 41. Reactant: [CH3:1][C:2]1([CH3:12])[CH2:10][C@H:9]([NH2:11])[CH2:8][C@H:7]2[N:3]1[CH2:4][CH2:5][CH2:6]2.[NH2:13][C:14]([C:16]1[C:17](Cl)=[N:18][C:19]([Cl:22])=[N:20][CH:21]=1)=[O:15]. (6) Reactant: [NH:1]1[C:5]2=[N:6][C:7]([C:10]([OH:12])=[O:11])=[CH:8][CH:9]=[C:4]2[CH:3]=[CH:2]1.C1C(=O)N([Cl:20])C(=O)C1. Product: [Cl:20][C:3]1[C:4]2[C:5](=[N:6][C:7]([C:10]([OH:12])=[O:11])=[CH:8][CH:9]=2)[NH:1][CH:2]=1. The catalyst class is: 39. (7) Reactant: C([O:8][CH:9]1[CH2:13][C:12]2([CH2:18][CH2:17][N:16]([C:19]([O:21][C:22]([CH3:25])([CH3:24])[CH3:23])=[O:20])[CH2:15][CH2:14]2)[O:11][CH2:10]1)C1C=CC=CC=1.[H][H]. Product: [OH:8][CH:9]1[CH2:13][C:12]2([CH2:18][CH2:17][N:16]([C:19]([O:21][C:22]([CH3:25])([CH3:24])[CH3:23])=[O:20])[CH2:15][CH2:14]2)[O:11][CH2:10]1. The catalyst class is: 457.